From a dataset of Forward reaction prediction with 1.9M reactions from USPTO patents (1976-2016). Predict the product of the given reaction. (1) Given the reactants [CH:1]([C:3]1[CH:18]=[CH:17][C:6]([O:7][C:8]2[CH:16]=[CH:15][C:11]([C:12]([NH2:14])=[O:13])=[CH:10][N:9]=2)=[C:5]([O:19][CH3:20])[CH:4]=1)=O.[CH3:21][CH:22]1[CH2:27][CH2:26][CH:25]([CH2:28][CH2:29][NH2:30])[CH2:24][CH2:23]1.[BH4-].[Na+], predict the reaction product. The product is: [CH3:20][O:19][C:5]1[CH:4]=[C:3]([CH2:1][NH:30][CH2:29][CH2:28][CH:25]2[CH2:26][CH2:27][CH:22]([CH3:21])[CH2:23][CH2:24]2)[CH:18]=[CH:17][C:6]=1[O:7][C:8]1[CH:16]=[CH:15][C:11]([C:12]([NH2:14])=[O:13])=[CH:10][N:9]=1. (2) Given the reactants CO[C:3](=[O:20])[C:4]#[C:5][C:6]([C:12]1[CH:17]=[C:16]([Cl:18])[CH:15]=[C:14]([Cl:19])[CH:13]=1)([OH:11])[C:7]([F:10])([F:9])[F:8].[C:21]([OH:24])(=[O:23])[CH3:22].[C:34](P([C:34]([CH3:37])([CH3:36])[CH3:35])[C:34]([CH3:37])([CH3:36])[CH3:35])([CH3:37])([CH3:36])[CH3:35].[CH:38]1(P([CH:38]2[CH2:43][CH2:42][CH2:41][CH2:40][CH2:39]2)[CH:38]2[CH2:43][CH2:42][CH2:41][CH2:40][CH2:39]2)[CH2:43][CH2:42][CH2:41][CH2:40][CH2:39]1, predict the reaction product. The product is: [C:34]([O:23][C:21](=[O:24])[C:22]1[CH:42]=[CH:43][C:38]([C:4]2[C:3](=[O:20])[O:11][C:6]([C:12]3[CH:13]=[C:14]([Cl:19])[CH:15]=[C:16]([Cl:18])[CH:17]=3)([C:7]([F:8])([F:9])[F:10])[CH:5]=2)=[CH:39][C:40]=1[CH3:41])([CH3:35])([CH3:36])[CH3:37]. (3) Given the reactants [Cl:1][C:2]1[CH:7]=[CH:6][C:5]([S:8][C:9]2[CH:18]=[CH:17][CH:16]=[CH:15][C:10]=2[C:11](OC)=[O:12])=[C:4]([N+:19]([O-])=O)[CH:3]=1.[Li+].[OH-].ClC1C=CC(SC2C=CC=CC=2C(O)=O)=C([N+]([O-])=O)C=1.C([O-])([O-])=O.[K+].[K+].[O-]S(S([O-])=O)=O.[Na+].[Na+], predict the reaction product. The product is: [Cl:1][C:2]1[CH:7]=[CH:6][C:5]2[S:8][C:9]3[CH:18]=[CH:17][CH:16]=[CH:15][C:10]=3[C:11](=[O:12])[NH:19][C:4]=2[CH:3]=1. (4) Given the reactants [CH:1]([N:4]1[C:12]2[CH:11]=[C:10]([NH:13][C:14]3[CH:19]=[CH:18][N:17]=[C:16]([C:20]#[N:21])[N:15]=3)[N:9]=[CH:8][C:7]=2[N:6]=[C:5]1[CH3:22])([CH3:3])[CH3:2].CS(C)=[O:25].C(=O)([O-])[O-].[K+].[K+].OO, predict the reaction product. The product is: [CH:1]([N:4]1[C:12]2[CH:11]=[C:10]([NH:13][C:14]3[CH:19]=[CH:18][N:17]=[C:16]([C:20]([NH2:21])=[O:25])[N:15]=3)[N:9]=[CH:8][C:7]=2[N:6]=[C:5]1[CH3:22])([CH3:3])[CH3:2]. (5) The product is: [CH3:9][N:10]1[C:15](=[O:16])[C:14]2=[C:1]([C:2]3[CH:7]=[CH:6][N:5]=[CH:4][CH:3]=3)[N:18]([CH2:19][C:20]3[C:29]4[C:24](=[CH:25][CH:26]=[CH:27][CH:28]=4)[CH:23]=[CH:22][CH:21]=3)[N:17]=[C:13]2[NH:12][C:11]1=[O:30]. Given the reactants [CH:1](=O)[C:2]1[CH:7]=[CH:6][N:5]=[CH:4][CH:3]=1.[CH3:9][N:10]1[C:15](=[O:16])[CH:14]=[C:13]([NH:17][N:18]=[CH:19][C:20]2[C:29]3[C:24](=[CH:25][CH:26]=[CH:27][CH:28]=3)[CH:23]=[CH:22][CH:21]=2)[NH:12][C:11]1=[O:30].N1CCCCC1.C(O)(=O)C, predict the reaction product.